Dataset: Peptide-MHC class I binding affinity with 185,985 pairs from IEDB/IMGT. Task: Regression. Given a peptide amino acid sequence and an MHC pseudo amino acid sequence, predict their binding affinity value. This is MHC class I binding data. (1) The binding affinity (normalized) is 0.170. The peptide sequence is AFVGAGLAGA. The MHC is Patr-A0901 with pseudo-sequence Patr-A0901. (2) The peptide sequence is FMFDYIPPV. The MHC is HLA-B83:01 with pseudo-sequence HLA-B83:01. The binding affinity (normalized) is 0.213.